This data is from Reaction yield outcomes from USPTO patents with 853,638 reactions. The task is: Predict the reaction yield, written as a fraction of the theoretical maximum amount of product (1.0 means a 100% yield; for example, 0.34 means a 34% yield). (1) The reactants are [CH3:1][N:2]1[CH2:7][CH2:6][N:5]([C:8]2[CH:9]=[N:10][C:11]3[C:16]([CH:17]=2)=[CH:15][C:14]([S:18][C:19]2[N:23]4[CH:24]=[C:25]([C:28](=O)[CH3:29])[CH:26]=[CH:27][C:22]4=[N:21][N:20]=2)=[CH:13][CH:12]=3)[CH2:4][CH2:3]1.[NH2:31][O:32][CH2:33][CH2:34][OH:35].Cl. The catalyst is CO. The product is [OH:35][CH2:34][CH2:33][O:32]/[N:31]=[C:28](/[C:25]1[CH:26]=[CH:27][C:22]2[N:23]([C:19]([S:18][C:14]3[CH:15]=[C:16]4[C:11](=[CH:12][CH:13]=3)[N:10]=[CH:9][C:8]([N:5]3[CH2:6][CH2:7][N:2]([CH3:1])[CH2:3][CH2:4]3)=[CH:17]4)=[N:20][N:21]=2)[CH:24]=1)\[CH3:29]. The yield is 0.150. (2) The reactants are [Si:1]([O:8][C@@H:9]1[C@@:29]2([CH3:30])[C:13](=[CH:14][CH:15]=[C:16]3[C@@H:28]2[CH2:27][CH2:26][C@@:25]2([CH3:31])[C@H:17]3[CH2:18][CH:19]=[C:20]2[C:21]([OH:24])([CH3:23])[CH3:22])[CH2:12][C@@H:11]([O:32][Si:33]([C:36]([CH3:39])([CH3:38])[CH3:37])([CH3:35])[CH3:34])[CH2:10]1)([C:4]([CH3:7])([CH3:6])[CH3:5])([CH3:3])[CH3:2].[CH3:40][N:41]([CH3:46])[C:42](=[O:45])[CH:43]=[CH2:44].[H-].[Na+]. The catalyst is O1CCCC1. The product is [Si:1]([O:8][C@@H:9]1[C@@:29]2([CH3:30])[C:13](=[CH:14][CH:15]=[C:16]3[C@@H:28]2[CH2:27][CH2:26][C@@:25]2([CH3:31])[C@H:17]3[CH2:18][CH:19]=[C:20]2[C:21]([O:24][CH2:44][CH2:43][C:42]([N:41]([CH3:46])[CH3:40])=[O:45])([CH3:23])[CH3:22])[CH2:12][C@@H:11]([O:32][Si:33]([C:36]([CH3:39])([CH3:38])[CH3:37])([CH3:34])[CH3:35])[CH2:10]1)([C:4]([CH3:7])([CH3:6])[CH3:5])([CH3:3])[CH3:2]. The yield is 0.471. (3) The reactants are CO.[OH-].[Na+].[NH2:5][C:6]1[C:11]([C:12]2[O:16][N:15]=[C:14]([CH2:17][C:18]3[CH:23]=[CH:22][C:21]([OH:24])=[CH:20][CH:19]=3)[CH:13]=2)=[CH:10][CH:9]=[CH:8][N:7]=1.Cl[CH2:26][C:27]1[CH:32]=[C:31]([CH3:33])[CH:30]=[CH:29][N:28]=1. The catalyst is CN(C)C=O. The product is [CH3:33][C:31]1[CH:30]=[CH:29][N:28]=[C:27]([CH2:26][O:24][C:21]2[CH:22]=[CH:23][C:18]([CH2:17][C:14]3[CH:13]=[C:12]([C:11]4[C:6]([NH2:5])=[N:7][CH:8]=[CH:9][CH:10]=4)[O:16][N:15]=3)=[CH:19][CH:20]=2)[CH:32]=1. The yield is 0.302. (4) The reactants are [C:1]([C:5]1[NH:6][C:7]2[C:12]([CH:13]=1)=[CH:11][C:10]([N+:14]([O-])=O)=[C:9]([F:17])[CH:8]=2)([CH3:4])([CH3:3])[CH3:2]. The catalyst is CO.[Ni]. The product is [C:1]([C:5]1[NH:6][C:7]2[C:12]([CH:13]=1)=[CH:11][C:10]([NH2:14])=[C:9]([F:17])[CH:8]=2)([CH3:4])([CH3:2])[CH3:3]. The yield is 0.380. (5) The reactants are [CH3:1][O:2][C:3]([C:5]1[S:9][C:8]2[CH:10]=[C:11]([Cl:14])[CH:12]=[CH:13][C:7]=2[C:6]=1[OH:15])=[O:4].C([O-])([O-])=O.[K+].[K+].[CH2:22]([O:24][C:25](=[O:29])[CH:26](Br)[F:27])[CH3:23]. The catalyst is CN(C=O)C. The product is [CH3:1][O:2][C:3]([C:5]1[S:9][C:8]2[CH:10]=[C:11]([Cl:14])[CH:12]=[CH:13][C:7]=2[C:6]=1[O:15][CH:26]([C:25]([O:24][CH2:22][CH3:23])=[O:29])[F:27])=[O:4]. The yield is 0.560. (6) The reactants are [C:1]1([CH3:21])[CH:6]=[CH:5][CH:4]=[C:3]([NH:7][C:8]([N:10]2[CH2:15][CH2:14][N:13](C(OCC)=O)[CH2:12][CH2:11]2)=[O:9])[CH:2]=1.I[Si](C)(C)C. The catalyst is ClCCl. The product is [C:1]1([CH3:21])[CH:6]=[CH:5][CH:4]=[C:3]([NH:7][C:8]([N:10]2[CH2:15][CH2:14][NH:13][CH2:12][CH2:11]2)=[O:9])[CH:2]=1. The yield is 1.00. (7) The reactants are [NH2:1][C:2]1[C:11]2[C:6](=[C:7](I)[C:8]([F:12])=[CH:9][CH:10]=2)[N:5]=[N:4][C:3]=1[C:14]([NH:16][CH:17]1[CH2:19][CH2:18]1)=[O:15].[F:20][C:21]1[C:26]([O:27][CH3:28])=[CH:25][CH:24]=[CH:23][C:22]=1B(O)O. No catalyst specified. The product is [NH2:1][C:2]1[C:11]2[C:6](=[C:7]([C:22]3[CH:23]=[CH:24][CH:25]=[C:26]([O:27][CH3:28])[C:21]=3[F:20])[C:8]([F:12])=[CH:9][CH:10]=2)[N:5]=[N:4][C:3]=1[C:14]([NH:16][CH:17]1[CH2:19][CH2:18]1)=[O:15]. The yield is 0.560. (8) The reactants are [O:1]=[C:2]1[CH:11]=[CH:10][C:9]2[CH:8]=[CH:7][C:6](=[O:12])[N:5]3[C@H:13]([CH2:15][N:16]4[CH2:21][CH2:20][C:19]([NH:23]C(=O)C(F)(F)F)([CH3:22])[CH2:18][CH2:17]4)[CH2:14][N:3]1[C:4]=23.C(=O)([O-])[O-].[K+].[K+]. No catalyst specified. The product is [NH2:23][C:19]1([CH3:22])[CH2:18][CH2:17][N:16]([CH2:15][C@H:13]2[N:5]3[C:4]4[N:3]([C:2](=[O:1])[CH:11]=[CH:10][C:9]=4[CH:8]=[CH:7][C:6]3=[O:12])[CH2:14]2)[CH2:21][CH2:20]1. The yield is 0.460.